Dataset: Reaction yield outcomes from USPTO patents with 853,638 reactions. Task: Predict the reaction yield, written as a fraction of the theoretical maximum amount of product (1.0 means a 100% yield; for example, 0.34 means a 34% yield). (1) The reactants are [C:1]([C:3]1[CH:38]=[CH:37][C:6]([CH2:7][C@@:8]2([CH3:36])[N:12]3[C:13]([C:16]([NH:18][C@@H:19]([CH2:23][C:24]([NH2:26])=[O:25])[C:20]([OH:22])=O)=[O:17])=[CH:14][N:15]=[C:11]3[N:10]([C:27]3[CH:32]=[C:31]([Cl:33])[CH:30]=[C:29]([Cl:34])[CH:28]=3)[C:9]2=[O:35])=[CH:5][CH:4]=1)#[N:2].Cl.[F:40][C:41]1([F:45])[CH2:44][NH:43][CH2:42]1.C1C=NC2N(O)N=NC=2C=1.CN(C(ON1N=NC2C=CC=NC1=2)=[N+](C)C)C.F[P-](F)(F)(F)(F)F.C(N(C(C)C)CC)(C)C. The catalyst is CC(N(C)C)=O. The product is [C:24]([CH2:23][C@H:19]([NH:18][C:16]([C:13]1[N:12]2[C@@:8]([CH2:7][C:6]3[CH:37]=[CH:38][C:3]([C:1]#[N:2])=[CH:4][CH:5]=3)([CH3:36])[C:9](=[O:35])[N:10]([C:27]3[CH:32]=[C:31]([Cl:33])[CH:30]=[C:29]([Cl:34])[CH:28]=3)[C:11]2=[N:15][CH:14]=1)=[O:17])[C:20]([N:43]1[CH2:44][C:41]([F:45])([F:40])[CH2:42]1)=[O:22])(=[O:25])[NH2:26]. The yield is 0.450. (2) The reactants are [Cl:1][C:2]1[CH:3]=[C:4]([NH:17][C:18]2[C:27]3[C:22](=[CH:23][CH:24]=[C:25]([NH2:28])[CH:26]=3)[N:21]=[CH:20][N:19]=2)[CH:5]=[CH:6][C:7]=1[O:8][CH2:9][C:10]1[CH:15]=[CH:14][CH:13]=[C:12]([F:16])[CH:11]=1.C1C[O:32][CH2:31]C1.[NH2:34][CH:35]1[CH2:39][CH2:38]C[CH:36]1[OH:40]. The catalyst is C(Cl)Cl. The product is [Cl:1][C:2]1[CH:3]=[C:4]([NH:17][C:18]2[C:27]3[C:22](=[CH:23][CH:24]=[C:25]([NH:28][C:31]4[O:32][CH:39]5[CH2:38][O:40][CH2:36][CH:35]5[N:34]=4)[CH:26]=3)[N:21]=[CH:20][N:19]=2)[CH:5]=[CH:6][C:7]=1[O:8][CH2:9][C:10]1[CH:15]=[CH:14][CH:13]=[C:12]([F:16])[CH:11]=1. The yield is 0.650. (3) The reactants are C([O:5][C:6](=[O:41])[CH2:7][O:8][C:9]1[C:14]2[CH2:15][CH2:16][CH2:17][CH2:18][CH:19]([NH:20][S:21]([C:24]3[CH:29]=[CH:28][C:27]([C:30]4[CH:35]=[C:34]([CH3:36])[CH:33]=[C:32]([C:37]([CH3:40])([CH3:39])[CH3:38])[CH:31]=4)=[CH:26][N:25]=3)(=[O:23])=[O:22])[C:13]=2[CH:12]=[CH:11][CH:10]=1)(C)(C)C.[OH-].[Na+]. No catalyst specified. The product is [C:37]([C:32]1[CH:31]=[C:30]([C:27]2[CH:28]=[CH:29][C:24]([S:21]([NH:20][CH:19]3[C:13]4[CH:12]=[CH:11][CH:10]=[C:9]([O:8][CH2:7][C:6]([OH:41])=[O:5])[C:14]=4[CH2:15][CH2:16][CH2:17][CH2:18]3)(=[O:23])=[O:22])=[N:25][CH:26]=2)[CH:35]=[C:34]([CH3:36])[CH:33]=1)([CH3:40])([CH3:38])[CH3:39]. The yield is 0.440. (4) The reactants are [CH2:1]([C:3]1[N:11]=[C:10]([C:12]([F:15])([F:14])[F:13])[N:9]=[C:8]2[C:4]=1[N:5]=[CH:6][N:7]2[C:16]1[CH:21]=[CH:20][C:19]([O:22]CC2C=CC=CC=2)=[CH:18][CH:17]=1)[CH3:2].CO.[H][H]. The catalyst is [Pd].C(O)(=O)C. The product is [CH2:1]([C:3]1[N:11]=[C:10]([C:12]([F:15])([F:14])[F:13])[N:9]=[C:8]2[C:4]=1[N:5]=[CH:6][N:7]2[C:16]1[CH:17]=[CH:18][C:19]([OH:22])=[CH:20][CH:21]=1)[CH3:2]. The yield is 0.930. (5) The reactants are Cl[C:2]1[C:7]([N+:8]([O-:10])=[O:9])=[CH:6][CH:5]=[C:4]([O:11][CH3:12])[N:3]=1.[CH3:13][NH:14][CH2:15][CH:16]([OH:19])[CH2:17][OH:18]. The catalyst is C(O)C. The product is [CH3:12][O:11][C:4]1[N:3]=[C:2]([CH2:13][NH:14][CH2:15][CH:16]([OH:19])[CH2:17][OH:18])[C:7]([N+:8]([O-:10])=[O:9])=[CH:6][CH:5]=1. The yield is 0.871. (6) The reactants are [NH2:1][C:2]1[CH:7]=[CH:6][C:5]([Br:8])=[CH:4][C:3]=1[C:9]([C:12]1[S:13][CH:14]=[CH:15][CH:16]=1)([OH:11])[CH3:10].C(N(CC)CC)C.[Cl:24][CH2:25][C:26](Cl)=[O:27].Cl. The catalyst is C(OCC)(=O)C.C(OCC)C.C1COCC1. The product is [Br:8][C:5]1[CH:6]=[CH:7][C:2]([NH:1][C:26](=[O:27])[CH2:25][Cl:24])=[C:3]([C:9]([OH:11])([C:12]2[S:13][CH:14]=[CH:15][CH:16]=2)[CH3:10])[CH:4]=1. The yield is 0.940. (7) The reactants are C(O[CH:4]=[C:5]1[C:16]2[C:8](=[CH:9][CH:10]=[C:11]3[C:15]=2[S:14][CH:13]=[N:12]3)[NH:7][C:6]1=[O:17])C.[NH2:18][C:19]1[CH:24]=[CH:23][C:22]([S:25]([NH:28][C:29]2[S:30][CH:31]=[CH:32][N:33]=2)(=[O:27])=[O:26])=[CH:21][CH:20]=1. No catalyst specified. The product is [O:17]=[C:6]1[C:5](=[CH:4][NH:18][C:19]2[CH:24]=[CH:23][C:22]([S:25]([NH:28][C:29]3[S:30][CH:31]=[CH:32][N:33]=3)(=[O:27])=[O:26])=[CH:21][CH:20]=2)[C:16]2[C:8](=[CH:9][CH:10]=[C:11]3[C:15]=2[S:14][CH:13]=[N:12]3)[NH:7]1. The yield is 0.330. (8) The reactants are [CH3:1][C:2]1[C:7]([CH3:8])=[CH:6][CH:5]=[CH:4][C:3]=1[C:9]1[CH:14]=[CH:13][CH:12]=[CH:11][C:10]=1[CH2:15][CH2:16][C:17](O)=[O:18].[CH:20]([NH:23][NH:24][C:25]([C:27]1[O:28][CH:29]=[CH:30][CH:31]=1)=[O:26])([CH3:22])[CH3:21].C(N(CC)CC)C.C1C=CC2N(O)N=NC=2C=1.CCN=C=NCCCN(C)C. The product is [CH3:1][C:2]1[C:7]([CH3:8])=[CH:6][CH:5]=[CH:4][C:3]=1[C:9]1[CH:14]=[CH:13][CH:12]=[CH:11][C:10]=1[CH2:15][CH2:16][C:17]([N:23]([CH:20]([CH3:22])[CH3:21])[NH:24][C:25]([C:27]1[O:28][CH:29]=[CH:30][CH:31]=1)=[O:26])=[O:18]. The yield is 0.540. The catalyst is CN(C=O)C.